From a dataset of Full USPTO retrosynthesis dataset with 1.9M reactions from patents (1976-2016). Predict the reactants needed to synthesize the given product. (1) Given the product [Cl:28][C:26]1[CH:27]=[CH:20][C:21]([C:22]#[N:23])=[C:24]([O:11][CH:10]([C:12]2[CH:16]=[CH:15][S:14][CH:13]=2)[CH2:9][CH2:8][CH2:7][O:6][Si:5]([C:2]([CH3:1])([CH3:3])[CH3:4])([CH3:17])[CH3:18])[CH:25]=1, predict the reactants needed to synthesize it. The reactants are: [CH3:1][C:2]([Si:5]([CH3:18])([CH3:17])[O:6][CH2:7][CH2:8][CH2:9][CH:10]([C:12]1[CH:16]=[CH:15][S:14][CH:13]=1)[OH:11])([CH3:4])[CH3:3].O[C:20]1[CH:27]=[C:26]([Cl:28])[CH:25]=[CH:24][C:21]=1[C:22]#[N:23].C1(P(C2C=CC=CC=2)C2C=CC=CC=2)C=CC=CC=1.N(C(OCC)=O)=NC(OCC)=O. (2) Given the product [C:20]1([C@@H:23]2[CH2:28][CH2:27][CH2:26][N:25]([C:29]([O:31][C:32]([CH3:35])([CH3:34])[CH3:33])=[O:30])[CH2:24]2)[N:19]2[C:14]3[CH:13]=[CH:12][NH:11][C:15]=3[N:16]=[CH:17][C:18]2=[CH:22][N:21]=1, predict the reactants needed to synthesize it. The reactants are: S([N:11]1[C:15]2[N:16]=[CH:17][C:18]3[N:19]([C:20]([C@@H:23]4[CH2:28][CH2:27][CH2:26][N:25]([C:29]([O:31][C:32]([CH3:35])([CH3:34])[CH3:33])=[O:30])[CH2:24]4)=[N:21][CH:22]=3)[C:14]=2[CH:13]=[CH:12]1)(C1C=CC(C)=CC=1)(=O)=O.[OH-].[Na+].CCOC(C)=O.[NH4+].[Cl-].